This data is from NCI-60 drug combinations with 297,098 pairs across 59 cell lines. The task is: Regression. Given two drug SMILES strings and cell line genomic features, predict the synergy score measuring deviation from expected non-interaction effect. (1) Drug 1: CC(C1=C(C=CC(=C1Cl)F)Cl)OC2=C(N=CC(=C2)C3=CN(N=C3)C4CCNCC4)N. Synergy scores: CSS=-7.20, Synergy_ZIP=2.45, Synergy_Bliss=-1.78, Synergy_Loewe=-10.4, Synergy_HSA=-7.35. Drug 2: CN1C(=O)N2C=NC(=C2N=N1)C(=O)N. Cell line: SK-MEL-28. (2) Drug 1: C1=NNC2=C1C(=O)NC=N2. Drug 2: C1C(C(OC1N2C=NC(=NC2=O)N)CO)O. Cell line: SNB-75. Synergy scores: CSS=-1.49, Synergy_ZIP=0.100, Synergy_Bliss=-0.894, Synergy_Loewe=-1.66, Synergy_HSA=-2.14. (3) Drug 1: COC1=C2C(=CC3=C1OC=C3)C=CC(=O)O2. Drug 2: C1CN(P(=O)(OC1)NCCCl)CCCl. Cell line: UACC-257. Synergy scores: CSS=-3.73, Synergy_ZIP=4.19, Synergy_Bliss=3.69, Synergy_Loewe=-2.97, Synergy_HSA=-2.17. (4) Drug 1: CN(CC1=CN=C2C(=N1)C(=NC(=N2)N)N)C3=CC=C(C=C3)C(=O)NC(CCC(=O)O)C(=O)O. Drug 2: CC1CCC2CC(C(=CC=CC=CC(CC(C(=O)C(C(C(=CC(C(=O)CC(OC(=O)C3CCCCN3C(=O)C(=O)C1(O2)O)C(C)CC4CCC(C(C4)OC)OP(=O)(C)C)C)C)O)OC)C)C)C)OC. Cell line: NCIH23. Synergy scores: CSS=62.7, Synergy_ZIP=3.73, Synergy_Bliss=0.864, Synergy_Loewe=0.0343, Synergy_HSA=2.62. (5) Drug 1: CC12CCC(CC1=CCC3C2CCC4(C3CC=C4C5=CN=CC=C5)C)O. Drug 2: CC1C(C(=O)NC(C(=O)N2CCCC2C(=O)N(CC(=O)N(C(C(=O)O1)C(C)C)C)C)C(C)C)NC(=O)C3=C4C(=C(C=C3)C)OC5=C(C(=O)C(=C(C5=N4)C(=O)NC6C(OC(=O)C(N(C(=O)CN(C(=O)C7CCCN7C(=O)C(NC6=O)C(C)C)C)C)C(C)C)C)N)C. Cell line: HOP-92. Synergy scores: CSS=8.67, Synergy_ZIP=6.38, Synergy_Bliss=12.4, Synergy_Loewe=12.8, Synergy_HSA=11.8.